From a dataset of Forward reaction prediction with 1.9M reactions from USPTO patents (1976-2016). Predict the product of the given reaction. (1) Given the reactants [NH:1]1[CH2:6][CH2:5][NH:4][CH2:3][CH2:2]1.C([O:9][C:10](=O)[C:11]([F:14])([F:13])[F:12])C, predict the reaction product. The product is: [F:12][C:11]([F:14])([F:13])[C:10]([N:1]1[CH2:6][CH2:5][NH:4][CH2:3][CH2:2]1)=[O:9]. (2) Given the reactants [Cl:1][C:2]1[C:10]2[N:9]=[C:8]([NH:11][C:12]3[C:17]([CH3:18])=[CH:16][C:15]([Cl:19])=[CH:14][C:13]=3[O:20][CH3:21])[N:7]([CH3:22])[C:6]=2[C:5]([C:23]([O:25]C)=O)=[CH:4][CH:3]=1.CC[CH2:29][CH2:30][CH3:31].[CH:32]([Li])([CH3:34])[CH3:33], predict the reaction product. The product is: [Cl:1][C:2]1[C:10]2[N:9]=[C:8]([NH:11][C:12]3[C:17]([CH3:18])=[CH:16][C:15]([Cl:19])=[CH:14][C:13]=3[O:20][CH3:21])[N:7]([CH3:22])[C:6]=2[C:5]([C:23]([OH:25])([CH:30]([CH3:29])[CH3:31])[CH:32]([CH3:34])[CH3:33])=[CH:4][CH:3]=1. (3) Given the reactants [CH2:1]([C:3]1[CH:12]=[C:11]2[C:6]([C:7](=[O:19])[N:8]([NH:14][S:15]([CH3:18])(=[O:17])=[O:16])[C:9](=[O:13])[NH:10]2)=[CH:5][C:4]=1[C:20]1[N:21]([CH3:25])[N:22]=[CH:23][CH:24]=1)[CH3:2].Cl[C:27]([O:29][CH:30]([CH3:32])[CH3:31])=[O:28], predict the reaction product. The product is: [CH:30]([O:29][C:27](=[O:28])[N:14]([S:15]([CH3:18])(=[O:16])=[O:17])[N:8]1[C:7](=[O:19])[C:6]2[C:11](=[CH:12][C:3]([CH2:1][CH3:2])=[C:4]([C:20]3[N:21]([CH3:25])[N:22]=[CH:23][CH:24]=3)[CH:5]=2)[NH:10][C:9]1=[O:13])([CH3:32])[CH3:31]. (4) Given the reactants [F-].[K+].FC(F)(F)S([O:8][C:9](F)(F)F)(=O)=O.[F:15][C:16]([F:22])([F:21])S(F)(=O)=O.F[C:24](F)(F)[O-:25].[K+].S([O-])(=O)(=O)[CH3:30], predict the reaction product. The product is: [F:15][C:16]([F:22])([F:21])[O:25][CH2:24][CH2:30][CH2:9][OH:8]. (5) Given the reactants [NH2:1][CH:2]1[CH:7]([C:8]2[CH:13]=[CH:12][CH:11]=[CH:10][CH:9]=2)[CH2:6][CH2:5][N:4](C(OC(C)(C)C)=O)[CH2:3]1.Cl[C:22]1[C:31]2[C:26](=[C:27]([C:32]([NH2:34])=[O:33])[CH:28]=[CH:29][CH:30]=2)[N:25]=[C:24]([CH2:35][CH3:36])[N:23]=1, predict the reaction product. The product is: [CH2:35]([C:24]1[N:23]=[C:22]([NH:1][CH:2]2[CH:7]([C:8]3[CH:9]=[CH:10][CH:11]=[CH:12][CH:13]=3)[CH2:6][CH2:5][NH:4][CH2:3]2)[C:31]2[C:26](=[C:27]([C:32]([NH2:34])=[O:33])[CH:28]=[CH:29][CH:30]=2)[N:25]=1)[CH3:36]. (6) Given the reactants C([O:7][CH2:8][C@@H:9]([O:41][C:42]([CH3:45])([CH3:44])[CH3:43])[C:10]1[C:32]([CH3:33])=[CH:31][C:13]2[N:14]=[C:15]([C:17]3[CH:22]=[CH:21][CH:20]=[C:19](OS(C(F)(F)F)(=O)=O)[CH:18]=3)[S:16][C:12]=2[C:11]=1[C:34]1[CH:39]=[CH:38][C:37]([Cl:40])=[CH:36][CH:35]=1)(=O)C(C)(C)C.[CH3:46][O:47][C:48]1[CH:49]=[N:50][CH:51]=[C:52](B2OC(C)(C)C(C)(C)O2)[CH:53]=1.C([O-])([O-])=O.[K+].[K+].[OH-].[Na+], predict the reaction product. The product is: [C:42]([O:41][C@@H:9]([C:10]1[C:32]([CH3:33])=[CH:31][C:13]2[N:14]=[C:15]([C:17]3[CH:22]=[CH:21][CH:20]=[C:19]([C:52]4[CH:51]=[N:50][CH:49]=[C:48]([O:47][CH3:46])[CH:53]=4)[CH:18]=3)[S:16][C:12]=2[C:11]=1[C:34]1[CH:35]=[CH:36][C:37]([Cl:40])=[CH:38][CH:39]=1)[CH2:8][OH:7])([CH3:43])([CH3:44])[CH3:45]. (7) Given the reactants [CH3:1][N:2]([CH3:15])[C:3]1([C:13]#N)[CH2:12][CH2:11][C:6]2([O:10][CH2:9][CH2:8][O:7]2)[CH2:5][CH2:4]1, predict the reaction product. The product is: [CH3:1][N:2]([CH3:15])[C:3]1([C:13]2[CH:11]=[CH:12][CH:3]=[CH:4][CH:5]=2)[CH2:12][CH2:11][C:6]2([O:10][CH2:9][CH2:8][O:7]2)[CH2:5][CH2:4]1. (8) Given the reactants Cl[CH2:2]CCC(Cl)=O.[Cl:8][CH2:9][CH2:10][CH2:11][C:12]([N:14]=[C:15]=[S:16])=[O:13].[CH3:17][O:18][C:19]1[CH:20]=[C:21]2[C:26](=[CH:27][C:28]=1[O:29][CH3:30])[N:25]=[CH:24]N=[C:22]2[O:31][C:32]1[CH:38]=[CH:37][C:35]([NH2:36])=[CH:34][C:33]=1[F:39].C1(C)C=CC=CC=1, predict the reaction product. The product is: [Cl:8][CH2:9][CH2:10][CH2:11][C:12]([N:14]=[C:15]=[S:16])=[O:13].[Cl:8][CH2:9][CH2:10][CH2:11][C:12]([NH:14][C:15]([NH:36][C:35]1[CH:37]=[CH:38][C:32]([O:31][C:22]2[C:21]3[C:26](=[CH:27][C:28]([O:29][CH3:30])=[C:19]([O:18][CH3:17])[CH:20]=3)[N:25]=[CH:24][CH:2]=2)=[C:33]([F:39])[CH:34]=1)=[S:16])=[O:13].